From a dataset of Catalyst prediction with 721,799 reactions and 888 catalyst types from USPTO. Predict which catalyst facilitates the given reaction. (1) Reactant: [NH:1]1[CH2:6][CH2:5][CH2:4][CH2:3][C:2]1=[O:7].C(N(CC)CC)C.[O:15](C(OC(C)(C)C)=O)[C:16]([O:18][C:19]([CH3:22])([CH3:21])[CH3:20])=O. Product: [O:7]=[C:2]1[CH2:3][CH2:4][CH2:5][CH2:6][N:1]1[C:16]([O:18][C:19]([CH3:22])([CH3:21])[CH3:20])=[O:15]. The catalyst class is: 616. (2) Reactant: [Li+].CC([N-]C(C)C)C.C1COCC1.[O:14]1[CH2:19][CH2:18][C:17](=[O:20])[CH2:16][CH2:15]1.C1(N([S:28]([C:31]([F:34])([F:33])[F:32])(=[O:30])=[O:29])[S:28]([C:31]([F:34])([F:33])[F:32])(=[O:30])=[O:29])C=CC=CC=1. Product: [F:32][C:31]([F:34])([F:33])[S:28]([O:20][C:17]1[CH2:16][CH2:15][O:14][CH2:19][CH:18]=1)(=[O:30])=[O:29]. The catalyst class is: 1. (3) Reactant: [NH2:1][C:2]1[N:3]([CH:9]2[C:17]3[C:12](=[CH:13][CH:14]=[CH:15][CH:16]=3)[CH2:11][CH2:10]2)[CH:4]=[C:5]([C:7]#[N:8])[CH:6]=1.[C:18]([CH2:21][C:22](=O)[CH3:23])(=O)[CH3:19].Cl. Product: [CH:9]1([N:3]2[C:2]3=[N:1][C:18]([CH3:19])=[CH:21][C:22]([CH3:23])=[C:6]3[C:5]([C:7]#[N:8])=[CH:4]2)[C:17]2[C:12](=[CH:13][CH:14]=[CH:15][CH:16]=2)[CH2:11][CH2:10]1. The catalyst class is: 8. (4) Reactant: [C:1]([S:4][CH3:5])(=[NH:3])[NH2:2].C(N([CH2:11][CH3:12])CC)C.[CH2:13]([O:20][C:21](Cl)=[O:22])[C:14]1[CH:19]=[CH:18][CH:17]=[CH:16][CH:15]=1. Product: [CH2:13]([O:20][C:21]([NH:3][C:1](=[N:2][C:21]([O:20][CH2:13][C:12]1[CH:11]=[CH:16][CH:15]=[CH:14][CH:19]=1)=[O:22])[S:4][CH3:5])=[O:22])[C:14]1[CH:19]=[CH:18][CH:17]=[CH:16][CH:15]=1. The catalyst class is: 7. (5) Reactant: [OH:1][C@@H:2]1[C@H:6]2[N:7](C(OC(C)(C)C)=O)[CH2:8][C@@H:9]([O:10][S:11]([C:14]3[CH:20]=[CH:19][C:17]([CH3:18])=[CH:16][CH:15]=3)(=[O:13])=[O:12])[C@H:5]2[O:4][CH2:3]1. Product: [CH3:18][C:17]1[CH:19]=[CH:20][C:14]([S:11]([O:10][C@@H:9]2[CH2:8][NH:7][C@@H:6]3[C@@H:2]([OH:1])[CH2:3][O:4][C@H:5]23)(=[O:13])=[O:12])=[CH:15][CH:16]=1. The catalyst class is: 63. (6) Reactant: [CH2:1]([S:8]([NH:11][C:12]([CH:14]1[CH2:19][CH2:18][N:17]([C:20]2[C:30]([C:31]#[N:32])=[CH:29][C:23]([C:24]([O:26][CH2:27][CH3:28])=[O:25])=[C:22]([CH2:33]Cl)[N:21]=2)[CH2:16][CH2:15]1)=[O:13])(=[O:10])=[O:9])[C:2]1[CH:7]=[CH:6][CH:5]=[CH:4][CH:3]=1.[NH:35]1[CH2:39][CH2:38][CH2:37][CH2:36]1.[I-].[Na+]. Product: [CH2:1]([S:8]([NH:11][C:12]([CH:14]1[CH2:19][CH2:18][N:17]([C:20]2[C:30]([C:31]#[N:32])=[CH:29][C:23]([C:24]([O:26][CH2:27][CH3:28])=[O:25])=[C:22]([CH2:33][N:35]3[CH2:39][CH2:38][CH2:37][CH2:36]3)[N:21]=2)[CH2:16][CH2:15]1)=[O:13])(=[O:10])=[O:9])[C:2]1[CH:7]=[CH:6][CH:5]=[CH:4][CH:3]=1. The catalyst class is: 14. (7) Reactant: [Cl:1][C:2]1[C:7]([CH2:8]O)=[CH:6][C:5]([C:10]([F:13])([F:12])[F:11])=[CH:4][N:3]=1.O=S(Cl)Cl.O. Product: [Cl-:1].[Cl:1][C:2]1[C:7]([CH3:8])=[CH:6][C:5]([C:10]([F:11])([F:12])[F:13])=[CH:4][N:3]=1. The catalyst class is: 3. (8) Reactant: C(O[BH-](OC(=O)C)OC(=O)C)(=O)C.[Na+].[C:15]1([C@H:21]([NH2:23])[CH3:22])[CH:20]=[CH:19][CH:18]=[CH:17][CH:16]=1.[Cl:24][C:25]1[C:33]2[C:28](=[CH:29][C:30]([N+:36]([O-:38])=[O:37])=[C:31]([CH:34]=O)[CH:32]=2)[N:27]([C:39]([C:52]2[CH:57]=[CH:56][CH:55]=[CH:54][CH:53]=2)([C:46]2[CH:51]=[CH:50][CH:49]=[CH:48][CH:47]=2)[C:40]2[CH:45]=[CH:44][CH:43]=[CH:42][CH:41]=2)[N:26]=1. Product: [Cl:24][C:25]1[C:33]2[C:28](=[CH:29][C:30]([N+:36]([O-:38])=[O:37])=[C:31]([CH2:34][NH:23][C@@H:21]([C:15]3[CH:20]=[CH:19][CH:18]=[CH:17][CH:16]=3)[CH3:22])[CH:32]=2)[N:27]([C:39]([C:52]2[CH:57]=[CH:56][CH:55]=[CH:54][CH:53]=2)([C:46]2[CH:51]=[CH:50][CH:49]=[CH:48][CH:47]=2)[C:40]2[CH:45]=[CH:44][CH:43]=[CH:42][CH:41]=2)[N:26]=1. The catalyst class is: 68. (9) Reactant: C([N:8]1[CH2:13][CH2:12][N:11]([C:14]2[CH:22]=[CH:21][CH:20]=[C:19]3[C:15]=2[CH:16]=[CH:17][N:18]3[S:23]([C:26]2[CH:31]=[CH:30][C:29]([O:32][CH3:33])=[CH:28][CH:27]=2)(=[O:25])=[O:24])[CH2:10][CH2:9]1)C1C=CC=CC=1.C([O-])=O.[NH4+]. Product: [CH3:33][O:32][C:29]1[CH:30]=[CH:31][C:26]([S:23]([N:18]2[C:19]3[C:15](=[C:14]([N:11]4[CH2:12][CH2:13][NH:8][CH2:9][CH2:10]4)[CH:22]=[CH:21][CH:20]=3)[CH:16]=[CH:17]2)(=[O:25])=[O:24])=[CH:27][CH:28]=1. The catalyst class is: 29. (10) Reactant: [CH2:1]([C:5]1[N:6]=[C:7]([O:27][CH3:28])[NH:8][C:9](=[O:26])[C:10]=1[CH2:11][C:12]1[CH:17]=[CH:16][C:15]([C:18]2[C:19]([C:24]#[N:25])=[CH:20][CH:21]=[CH:22][CH:23]=2)=[CH:14][CH:13]=1)[CH2:2][CH2:3][CH3:4].[C:29]1(B(O)O)[CH:34]=[CH:33][CH:32]=[CH:31][CH:30]=1.N1C=CC=CC=1.C(N(CC)CC)C. Product: [CH2:1]([C:5]1[N:6]=[C:7]([O:27][CH3:28])[N:8]([C:29]2[CH:34]=[CH:33][CH:32]=[CH:31][CH:30]=2)[C:9](=[O:26])[C:10]=1[CH2:11][C:12]1[CH:17]=[CH:16][C:15]([C:18]2[C:19]([C:24]#[N:25])=[CH:20][CH:21]=[CH:22][CH:23]=2)=[CH:14][CH:13]=1)[CH2:2][CH2:3][CH3:4]. The catalyst class is: 651.